Dataset: Reaction yield outcomes from USPTO patents with 853,638 reactions. Task: Predict the reaction yield, written as a fraction of the theoretical maximum amount of product (1.0 means a 100% yield; for example, 0.34 means a 34% yield). The reactants are C([Li])CCC.C(NC(C)C)(C)C.[Br:13][C:14]1[CH:19]=[CH:18][C:17]([Br:20])=[CH:16][N:15]=1.[F:21][C:22]1[CH:29]=[CH:28][C:27]([F:30])=[CH:26][C:23]=1[CH:24]=[O:25]. The catalyst is CCCCCC.O.O1CCCC1. The product is [Br:13][C:14]1[CH:19]=[C:18]([CH:24]([C:23]2[CH:26]=[C:27]([F:30])[CH:28]=[CH:29][C:22]=2[F:21])[OH:25])[C:17]([Br:20])=[CH:16][N:15]=1. The yield is 0.520.